This data is from Peptide-MHC class I binding affinity with 185,985 pairs from IEDB/IMGT. The task is: Regression. Given a peptide amino acid sequence and an MHC pseudo amino acid sequence, predict their binding affinity value. This is MHC class I binding data. (1) The MHC is HLA-A23:01 with pseudo-sequence HLA-A23:01. The peptide sequence is SDYLELDTI. The binding affinity (normalized) is 0. (2) The peptide sequence is ILKEHVSRY. The MHC is HLA-A69:01 with pseudo-sequence HLA-A69:01. The binding affinity (normalized) is 0.0847. (3) The peptide sequence is MFAVGTWMM. The MHC is HLA-A02:12 with pseudo-sequence HLA-A02:12. The binding affinity (normalized) is 0.0847. (4) The peptide sequence is CALVSDCAST. The MHC is HLA-A02:01 with pseudo-sequence HLA-A02:01. The binding affinity (normalized) is 0.538. (5) The peptide sequence is EIYKRWII. The MHC is HLA-B58:01 with pseudo-sequence HLA-B58:01. The binding affinity (normalized) is 0. (6) The peptide sequence is ETKLGKAGY. The MHC is HLA-B44:02 with pseudo-sequence HLA-B44:02. The binding affinity (normalized) is 0. (7) The peptide sequence is SEVAVLYQDV. The MHC is HLA-B44:03 with pseudo-sequence HLA-B44:03. The binding affinity (normalized) is 0.571. (8) The peptide sequence is WLKDSAIMVA. The MHC is HLA-A02:03 with pseudo-sequence HLA-A02:03. The binding affinity (normalized) is 0.336. (9) The peptide sequence is LMPLARFWL. The MHC is HLA-B58:01 with pseudo-sequence HLA-B58:01. The binding affinity (normalized) is 0.150.